Task: Predict which catalyst facilitates the given reaction.. Dataset: Catalyst prediction with 721,799 reactions and 888 catalyst types from USPTO (1) Reactant: [CH2:1]([N:8]1[CH2:13][CH2:12][C:11](=O)[CH2:10][CH2:9]1)[C:2]1[CH:7]=[CH:6][CH:5]=[CH:4][CH:3]=1.[NH2:15][C:16]1[CH:24]=[CH:23][C:19]([C:20]([NH2:22])=[O:21])=[CH:18][CH:17]=1.C(O[BH-](OC(=O)C)OC(=O)C)(=O)C.[Na+].C(O)(=O)C.[OH-].[Na+]. Product: [CH2:1]([N:8]1[CH2:13][CH2:12][CH:11]([NH:15][C:16]2[CH:24]=[CH:23][C:19]([C:20]([NH2:22])=[O:21])=[CH:18][CH:17]=2)[CH2:10][CH2:9]1)[C:2]1[CH:7]=[CH:6][CH:5]=[CH:4][CH:3]=1. The catalyst class is: 26. (2) Reactant: [F:1][C:2]1[CH:3]=[C:4]([NH2:19])[CH:5]=[CH:6][C:7]=1[O:8][C:9]1[CH:14]=[CH:13][N:12]=[C:11]2[NH:15][CH:16]=[C:17]([CH3:18])[C:10]=12.Cl[C:21]1[CH:26]=[C:25]([C:27]2[CH:32]=[CH:31][N:30]=[CH:29][CH:28]=2)[N:24]=[C:23]([NH2:33])[N:22]=1.Cl.C(=O)([O-])[O-].[Na+].[Na+]. Product: [F:1][C:2]1[CH:3]=[C:4]([NH:19][C:21]2[CH:26]=[C:25]([C:27]3[CH:32]=[CH:31][N:30]=[CH:29][CH:28]=3)[N:24]=[C:23]([NH2:33])[N:22]=2)[CH:5]=[CH:6][C:7]=1[O:8][C:9]1[CH:14]=[CH:13][N:12]=[C:11]2[NH:15][CH:16]=[C:17]([CH3:18])[C:10]=12. The catalyst class is: 6. (3) Reactant: [Cl:1][C:2]1[CH:3]=[C:4]([C:25]2[C:26]([CH3:39])=[CH:27][C:28]([O:31][CH2:32][C:33]3([C:36]([OH:38])=[O:37])[CH2:35][CH2:34]3)=[N:29][CH:30]=2)[CH:5]=[CH:6][C:7]=1[C:8]1[N:9](COCC[Si](C)(C)C)[CH:10]=[C:11]([C:13]([F:16])([F:15])[F:14])[N:12]=1. Product: [Cl:1][C:2]1[CH:3]=[C:4]([C:25]2[C:26]([CH3:39])=[CH:27][C:28]([O:31][CH2:32][C:33]3([C:36]([OH:38])=[O:37])[CH2:35][CH2:34]3)=[N:29][CH:30]=2)[CH:5]=[CH:6][C:7]=1[C:8]1[NH:12][C:11]([C:13]([F:14])([F:16])[F:15])=[CH:10][N:9]=1. The catalyst class is: 574. (4) Reactant: ClC1C=CC=C(C(OO)=O)C=1.[CH3:12][C:13]1S[C:17]2[CH:19]=[CH:20][CH:21]=[CH:22][C:16]=2[O:15][C:14]=1[C:23]1[CH:28]=[CH:27][C:26]([OH:29])=[CH:25][CH:24]=1.[S:30]([O-:33])(O)=[O:31].[Na+].C(=O)([O-])O.[Na+]. Product: [CH3:12][C:13]1[S:30](=[O:33])(=[O:31])[C:17]2[CH:19]=[CH:20][CH:21]=[CH:22][C:16]=2[O:15][C:14]=1[C:23]1[CH:24]=[CH:25][C:26]([OH:29])=[CH:27][CH:28]=1. The catalyst class is: 22. (5) Reactant: [Cl:1][C:2]1[CH:7]=[CH:6][C:5](B(O)O)=[CH:4][CH:3]=1.Br[C:12]1[CH:21]=[CH:20][C:15]([C:16]([O:18][CH3:19])=[O:17])=[CH:14][N:13]=1. Product: [Cl:1][C:2]1[CH:7]=[CH:6][C:5]([C:12]2[CH:21]=[CH:20][C:15]([C:16]([O:18][CH3:19])=[O:17])=[CH:14][N:13]=2)=[CH:4][CH:3]=1. The catalyst class is: 462.